From a dataset of Reaction yield outcomes from USPTO patents with 853,638 reactions. Predict the reaction yield, written as a fraction of the theoretical maximum amount of product (1.0 means a 100% yield; for example, 0.34 means a 34% yield). (1) The reactants are Cl[C:2]1[C:3](=[O:18])[N:4]([CH2:14][CH2:15][O:16][CH3:17])[C:5](=[O:13])[C:6]=1[C:7]1[CH:12]=[CH:11][CH:10]=[CH:9][CH:8]=1.[O:19]1[CH2:24][CH2:23][N:22]([C:25]2[CH:31]=[CH:30][C:28]([NH2:29])=[CH:27][CH:26]=2)[CH2:21][CH2:20]1. The catalyst is CC#N. The product is [CH3:17][O:16][CH2:15][CH2:14][N:4]1[C:5](=[O:13])[C:6]([C:7]2[CH:12]=[CH:11][CH:10]=[CH:9][CH:8]=2)=[C:2]([NH:29][C:28]2[CH:27]=[CH:26][C:25]([N:22]3[CH2:23][CH2:24][O:19][CH2:20][CH2:21]3)=[CH:31][CH:30]=2)[C:3]1=[O:18]. The yield is 0.890. (2) The reactants are [CH3:1][NH:2][CH2:3][CH2:4][CH2:5][C:6]1([C:17]2[CH:22]=[CH:21][C:20]([F:23])=[CH:19][CH:18]=2)[C:10]2[CH:11]=[CH:12][C:13]([C:15]#[N:16])=[CH:14][C:9]=2CO1.Cl.[C:25]1([C:31](=[NH:34])OC)[CH:30]=[CH:29][CH:28]=[CH:27][CH:26]=1.[C:35](=[O:38])([O-])[O-].[K+].[K+]. The catalyst is CN1CCCC1=O. The product is [C:15]([C:13]1[CH:14]=[CH:9][C:10]2[C:6]([CH2:5][CH2:4][CH2:3][N:2]([CH3:1])[C:31]([C:25]3[CH:30]=[CH:29][CH:28]=[CH:27][CH:26]=3)=[NH:34])([C:17]3[CH:22]=[CH:21][C:20]([F:23])=[CH:19][CH:18]=3)[O:38][CH2:35][C:11]=2[CH:12]=1)#[N:16]. The yield is 0.190. (3) The reactants are Cl[C:2]1[CH:7]=[C:6]([Cl:8])[N:5]=[C:4]([NH2:9])[N:3]=1.[CH2:10]([NH2:13])[CH2:11][CH3:12]. The catalyst is CCO. The product is [Cl:8][C:6]1[N:5]=[C:4]([NH2:9])[N:3]=[C:2]([NH:13][CH2:10][CH2:11][CH3:12])[CH:7]=1. The yield is 0.760. (4) The reactants are C[N:2](C)[CH:3]=[CH:4][C:5]([C:7]1[C:12](=[O:13])[CH:11]=[CH:10][N:9]([C:14]2[CH:19]=[CH:18][CH:17]=[C:16]([C:20]([F:23])([F:22])[F:21])[CH:15]=2)[N:8]=1)=O.Cl.[CH3:26][C:27]1[CH:32]=[CH:31][C:30]([NH:33]N)=[CH:29][CH:28]=1.CCN(CC)CC. The catalyst is C(O)C. The product is [CH3:26][C:27]1[CH:32]=[CH:31][C:30]([N:33]2[C:5]([C:7]3[C:12](=[O:13])[CH:11]=[CH:10][N:9]([C:14]4[CH:19]=[CH:18][CH:17]=[C:16]([C:20]([F:23])([F:22])[F:21])[CH:15]=4)[N:8]=3)=[CH:4][CH:3]=[N:2]2)=[CH:29][CH:28]=1. The yield is 0.270. (5) The reactants are [C:1]([O:7][C:8]1[CH:13]=[CH:12][CH:11]=[C:10]([Cl:14])[CH:9]=1)(=[O:6])[CH2:2][CH2:3][C:4]#[CH:5].Cl[C:16]1[C:21]([F:22])=[CH:20][CH:19]=[CH:18][N:17]=1. No catalyst specified. The product is [F:22][C:21]1[C:16]([C:5]#[C:4][CH2:3][CH2:2][C:1]([O:7][C:8]2[CH:13]=[CH:12][CH:11]=[C:10]([Cl:14])[CH:9]=2)=[O:6])=[N:17][CH:18]=[CH:19][CH:20]=1. The yield is 0.130. (6) The yield is 0.700. The reactants are [CH3:1][O:2][C:3]([CH:5]1[CH2:9][CH:8]([OH:10])[CH2:7][NH:6]1)=[O:4].[Cl:11][C:12]1[CH:17]=[CH:16][C:15]([CH2:18]Cl)=[CH:14][C:13]=1[Cl:20]. No catalyst specified. The product is [CH3:1][O:2][C:3]([C@@H:5]1[CH2:9][C@@H:8]([OH:10])[CH2:7][N:6]1[CH2:18][C:15]1[CH:16]=[CH:17][C:12]([Cl:11])=[C:13]([Cl:20])[CH:14]=1)=[O:4].